Predict the reactants needed to synthesize the given product. From a dataset of Full USPTO retrosynthesis dataset with 1.9M reactions from patents (1976-2016). (1) The reactants are: [NH2:1][C:2]1[CH:3]=[C:4]([CH2:8][C:9]([NH:11][C:12]2[C:20]3[C:15](=[CH:16][CH:17]=[C:18]([N:21]4[CH2:25][CH2:24][CH2:23][S:22]4(=[O:27])=[O:26])[CH:19]=3)[NH:14][N:13]=2)=[O:10])[CH:5]=[CH:6][CH:7]=1.[CH:28](=O)[CH3:29].C(O[BH-](OC(=O)C)OC(=O)C)(=O)C.[Na+].C(O)(=O)C. Given the product [O:26]=[S:22]1(=[O:27])[CH2:23][CH2:24][CH2:25][N:21]1[C:18]1[CH:19]=[C:20]2[C:15](=[CH:16][CH:17]=1)[NH:14][N:13]=[C:12]2[NH:11][C:9](=[O:10])[CH2:8][C:4]1[CH:5]=[CH:6][CH:7]=[C:2]([NH:1][CH2:28][CH3:29])[CH:3]=1, predict the reactants needed to synthesize it. (2) Given the product [Cl:20][C:21]1[CH:26]=[CH:25][C:24]([CH3:27])=[CH:23][C:22]=1[O:28][C:2]1[C:7]([C:8]([O:10][CH3:11])=[O:9])=[CH:6][N:5]=[C:4]([C:12]2[CH:17]=[CH:16][C:15]([CH3:18])=[C:14]([F:19])[CH:13]=2)[CH:3]=1, predict the reactants needed to synthesize it. The reactants are: Cl[C:2]1[C:7]([C:8]([O:10][CH3:11])=[O:9])=[CH:6][N:5]=[C:4]([C:12]2[CH:17]=[CH:16][C:15]([CH3:18])=[C:14]([F:19])[CH:13]=2)[CH:3]=1.[Cl:20][C:21]1[CH:26]=[CH:25][C:24]([CH3:27])=[CH:23][C:22]=1[OH:28]. (3) Given the product [CH3:48][O:49][C:50](=[O:51])[C:52]1[CH:46]=[CH:45][C:44]([CH2:43][CH2:42][Br:33])=[C:4]([C:3]([O:2][CH3:1])=[O:14])[CH:5]=1, predict the reactants needed to synthesize it. The reactants are: [CH3:1][O:2][C:3](=[O:14])[C:4]1C=CC(C)=C(C(O)=O)[CH:5]=1.C(OOC(=O)C1C=CC=CC=1)(=O)C1C=CC=CC=1.[Br:33]N1C(=O)CCC1=O.C[CH2:42][CH2:43][CH2:44][CH2:45][CH3:46].C[CH2:48][O:49][C:50]([CH3:52])=[O:51]. (4) Given the product [CH3:11][C:9]1[CH:10]=[C:2]([C:21]#[N:22])[CH:3]=[C:4]2[C:8]=1[C:7](=[O:12])[N:6]([CH2:13][C:14]1[CH:19]=[CH:18][C:17]([Cl:20])=[CH:16][CH:15]=1)[CH2:5]2, predict the reactants needed to synthesize it. The reactants are: Br[C:2]1[CH:3]=[C:4]2[C:8](=[C:9]([CH3:11])[CH:10]=1)[C:7](=[O:12])[N:6]([CH2:13][C:14]1[CH:19]=[CH:18][C:17]([Cl:20])=[CH:16][CH:15]=1)[CH2:5]2.[C-:21]#[N:22].[Na+].CCCCCC.CCOC(C)=O. (5) Given the product [Br:1][C:2]1[CH:10]=[CH:9][C:8]([I:11])=[CH:7][C:3]=1[C:4]([Cl:20])=[O:5], predict the reactants needed to synthesize it. The reactants are: [Br:1][C:2]1[CH:10]=[CH:9][C:8]([I:11])=[CH:7][C:3]=1[C:4](O)=[O:5].CN(C=O)C.C(Cl)(=O)C([Cl:20])=O.